This data is from Forward reaction prediction with 1.9M reactions from USPTO patents (1976-2016). The task is: Predict the product of the given reaction. (1) Given the reactants C1(C(C2C=CC=CC=2)=[N:8][C:9]2[CH:29]=[CH:28][C:12]3[C:13]4([CH2:26][CH3:27])[CH2:25][CH2:24][C:19]5([O:23][CH2:22][CH2:21][O:20]5)[CH2:18][CH:14]4[CH2:15][CH2:16][CH2:17][C:11]=3[CH:10]=2)C=CC=CC=1.C([O-])=O.[NH4+], predict the reaction product. The product is: [CH2:26]([C:13]12[CH2:25][CH2:24][C:19]3([O:20][CH2:21][CH2:22][O:23]3)[CH2:18][CH:14]1[CH2:15][CH2:16][CH2:17][C:11]1[CH:10]=[C:9]([NH2:8])[CH:29]=[CH:28][C:12]=12)[CH3:27]. (2) The product is: [NH2:3][C:4]1[CH:9]=[C:8]([C:10]2[CH:15]=[CH:14][C:13]([Cl:16])=[C:12]([O:17][CH3:18])[C:11]=2[F:19])[N:7]=[C:6]([C:20]([NH:1][OH:2])=[O:21])[C:5]=1[Cl:24]. Given the reactants [NH2:1][OH:2].[NH2:3][C:4]1[CH:9]=[C:8]([C:10]2[CH:15]=[CH:14][C:13]([Cl:16])=[C:12]([O:17][CH3:18])[C:11]=2[F:19])[N:7]=[C:6]([C:20](OC)=[O:21])[C:5]=1[Cl:24], predict the reaction product. (3) The product is: [CH3:1][O:2][C:3](=[O:23])[C:4]([C:16]1[CH:17]=[CH:18][C:19]([O:22][C:27]2[CH:34]=[CH:33][C:30]([CH:31]=[O:32])=[CH:29][CH:28]=2)=[CH:20][CH:21]=1)=[CH:5][C:6]1[CH:7]=[C:8]([O:14][CH3:15])[CH:9]=[C:10]([O:12][CH3:13])[CH:11]=1. Given the reactants [CH3:1][O:2][C:3](=[O:23])[C:4]([C:16]1[CH:21]=[CH:20][C:19]([OH:22])=[CH:18][CH:17]=1)=[CH:5][C:6]1[CH:11]=[C:10]([O:12][CH3:13])[CH:9]=[C:8]([O:14][CH3:15])[CH:7]=1.[H-].[Na+].F[C:27]1[CH:34]=[CH:33][C:30]([CH:31]=[O:32])=[CH:29][CH:28]=1, predict the reaction product. (4) Given the reactants [H-].[Na+].[Br:3][C:4]1[CH:5]=[CH:6][C:7]([N:12]2[CH2:16][CH2:15][CH2:14][CH:13]2[CH3:17])=[C:8]([CH2:10][OH:11])[CH:9]=1.[CH3:18]I, predict the reaction product. The product is: [Br:3][C:4]1[CH:5]=[CH:6][C:7]([N:12]2[CH2:16][CH2:15][CH2:14][CH:13]2[CH3:17])=[C:8]([CH2:10][O:11][CH3:18])[CH:9]=1. (5) The product is: [NH2:1][C:2]1[C:7]([C:8]([O:10][CH3:11])=[O:9])=[C:6]([O:15][CH3:14])[CH:5]=[C:4]([O:18][CH3:17])[N:3]=1. Given the reactants [NH2:1][C:2]1[C:7]([C:8]([O:10][CH3:11])=[O:9])=[C:6](Cl)[CH:5]=[C:4](Cl)[N:3]=1.[CH3:14][O-:15].[Na+].[CH3:17][OH:18], predict the reaction product. (6) Given the reactants [C:1]([N:4]1[C:13]2[C:8](=[CH:9][C:10]([CH2:14][CH3:15])=[CH:11][CH:12]=2)[CH:7]([CH3:16])[CH2:6][C:5]1([CH3:18])[CH3:17])(=[O:3])[CH3:2].[Al+3].[Cl-].[Cl-].[Cl-], predict the reaction product. The product is: [C:1]([N:4]1[C:13]2[C:8](=[CH:9][C:10]([CH2:14][CH3:15])=[CH:11][CH:12]=2)[C:7]([C:8]2[CH:13]=[CH:12][CH:11]=[CH:10][CH:9]=2)([CH3:16])[CH2:6][C:5]1([CH3:17])[CH3:18])(=[O:3])[CH3:2]. (7) Given the reactants [N:1]([C:4]1[C:12]([C:13]([F:16])([F:15])[F:14])=[CH:11][CH:10]=[CH:9][C:5]=1[C:6]([OH:8])=O)=[N+:2]=[N-:3].[NH2:17][C:18]1[CH:23]=[CH:22][CH:21]=[CH:20][CH:19]=1.C([O-])(O)=O.[Na+], predict the reaction product. The product is: [N:1]([C:4]1[C:12]([C:13]([F:16])([F:15])[F:14])=[CH:11][CH:10]=[CH:9][C:5]=1[C:6]([NH:17][C:18]1[CH:23]=[CH:22][CH:21]=[CH:20][CH:19]=1)=[O:8])=[N+:2]=[N-:3].